From a dataset of Reaction yield outcomes from USPTO patents with 853,638 reactions. Predict the reaction yield, written as a fraction of the theoretical maximum amount of product (1.0 means a 100% yield; for example, 0.34 means a 34% yield). (1) The reactants are [CH2:1]([O:5][C:6]1[C:15]2[C:10](=[CH:11][CH:12]=[C:13]([C:16]([O:18]C)=[O:17])[CH:14]=2)[C:9](=[O:20])[N:8]([CH2:21][CH:22]2[CH2:24][CH2:23]2)[C:7]=1[CH2:25][NH:26][C:27]([O:29][C:30]([CH3:33])([CH3:32])[CH3:31])=[O:28])[CH2:2][CH2:3][CH3:4].[OH-].[Na+].O.Cl. The catalyst is O1CCCC1.CO. The product is [CH2:1]([O:5][C:6]1[C:15]2[C:10](=[CH:11][CH:12]=[C:13]([C:16]([OH:18])=[O:17])[CH:14]=2)[C:9](=[O:20])[N:8]([CH2:21][CH:22]2[CH2:24][CH2:23]2)[C:7]=1[CH2:25][NH:26][C:27]([O:29][C:30]([CH3:31])([CH3:33])[CH3:32])=[O:28])[CH2:2][CH2:3][CH3:4]. The yield is 0.907. (2) The catalyst is C(OCC)(=O)C. The yield is 1.00. The product is [CH:15]1([N:18]2[C:27]3[C:22](=[CH:23][CH:24]=[CH:25][CH:26]=3)[N:21]([C:28]([C@@H:30]3[CH2:2][C@H:4]([F:7])[CH2:32][N:31]3[CH2:36][C:37]3[CH:42]=[C:41]([Cl:43])[CH:40]=[CH:39][C:38]=3[Cl:44])=[O:29])[CH2:20][CH2:19]2)[CH2:17][CH2:16]1. The reactants are O[C:2]([C:4]([F:7])(F)F)=O.OC(C(F)(F)F)=O.[CH:15]1([N:18]2[C:27]3[C:22](=[CH:23][CH:24]=[CH:25][CH:26]=3)[N:21]([C:28]([C@@H:30]3C[C@@H](O)[CH2:32][N:31]3[CH2:36][C:37]3[CH:42]=[C:41]([Cl:43])[CH:40]=[CH:39][C:38]=3[Cl:44])=[O:29])[CH2:20][CH2:19]2)[CH2:17][CH2:16]1.C(N(S(F)(F)F)CC)C. (3) The reactants are [OH:1][C:2]1[CH:13]=[CH:12][C:5]([C:6]([N:8]([O:10][CH3:11])[CH3:9])=[O:7])=[CH:4][C:3]=1I.[CH2:15]([N:19]1[CH2:23][CH2:22][CH2:21][C@H:20]1[CH3:24])[CH2:16][C:17]#[CH:18].CC1C=CC(P(C2C=CC(C)=CC=2)C2C=CC(C)=CC=2)=CC=1.C(NC(C)C)(C)C. The catalyst is C(#N)C.CC([O-])=O.CC([O-])=O.[Pd+2].[Cu](I)I. The product is [CH3:11][O:10][N:8]([CH3:9])[C:6]([C:5]1[CH:12]=[CH:13][C:2]2[O:1][C:17]([CH2:16][CH2:15][N:19]3[CH2:23][CH2:22][CH2:21][C@H:20]3[CH3:24])=[CH:18][C:3]=2[CH:4]=1)=[O:7]. The yield is 0.102. (4) The reactants are [F:1][C:2]1[CH:7]=[C:6]([CH3:8])[CH:5]=[CH:4][C:3]=1[CH:9]([C:11]1[CH:16]=[CH:15][CH:14]=[CH:13][CH:12]=1)[OH:10].CC(OI1(OC(C)=O)(OC(C)=O)OC(=O)C2C=CC=CC1=2)=O. The catalyst is C(Cl)Cl. The product is [F:1][C:2]1[CH:7]=[C:6]([CH3:8])[CH:5]=[CH:4][C:3]=1[C:9]([C:11]1[CH:12]=[CH:13][CH:14]=[CH:15][CH:16]=1)=[O:10]. The yield is 0.730. (5) The reactants are C1(C)C=CC=CC=1P(C1C=CC=CC=1C)C1C=CC=CC=1C.I[C:24]1[CH:29]=[CH:28][CH:27]=[C:26]([C:30]([F:33])([F:32])[F:31])[CH:25]=1.[CH:34]([C:36]1[CH:37]=[N:38][CH:39]=[C:40]([CH:43]=1)[C:41]#[N:42])=[CH2:35]. The catalyst is C([O-])(=O)C.[Pd+2].C([O-])(=O)C.[Cu]I. The product is [F:31][C:30]([F:33])([F:32])[C:26]1[CH:25]=[C:24]([CH:35]=[CH:34][C:36]2[CH:37]=[N:38][CH:39]=[C:40]([CH:43]=2)[C:41]#[N:42])[CH:29]=[CH:28][CH:27]=1. The yield is 0.540. (6) The reactants are [OH:1][C@@H:2]([C:4]1[N:15]([C@H:16]2[CH2:21][CH2:20][C@H:19]([CH2:22][C:23](O)=[O:24])[CH2:18][CH2:17]2)[C:7]2=[C:8]3[S:14][CH:13]=[CH:12][C:9]3=[N:10][CH:11]=[C:6]2[N:5]=1)[CH3:3].[CH2:26]([NH2:28])[CH3:27].C1COCC1.F[P-](F)(F)(F)(F)F.N1(O[P+](N(C)C)(N(C)C)N(C)C)C2C=CC=CC=2N=N1.C(N(CC)C(C)C)(C)C. The catalyst is CN(C)C=O.CO. The product is [CH2:26]([NH:28][C:23](=[O:24])[CH2:22][C@H:19]1[CH2:20][CH2:21][C@H:16]([N:15]2[C:7]3=[C:8]4[S:14][CH:13]=[CH:12][C:9]4=[N:10][CH:11]=[C:6]3[N:5]=[C:4]2[C@H:2]([OH:1])[CH3:3])[CH2:17][CH2:18]1)[CH3:27]. The yield is 0.150. (7) The reactants are Cl.[CH3:2][O:3][C:4]1[C:9]2[N:10]=[C:11]([C:13]3[NH:22][C:16]4[CH2:17][CH2:18][NH:19][CH2:20][CH2:21][C:15]=4[N:14]=3)[S:12][C:8]=2[C:7]([N:23]2[CH2:28][CH2:27][O:26][CH2:25][CH2:24]2)=[CH:6][CH:5]=1.C(N(C(C)C)C(C)C)C.[C:38]1([CH3:47])[C:39]([C:44](Cl)=[O:45])=[CH:40][CH:41]=[CH:42][CH:43]=1. The catalyst is O1CCCC1. The product is [CH3:2][O:3][C:4]1[C:9]2[N:10]=[C:11]([C:13]3[NH:22][C:16]4[CH2:17][CH2:18][N:19]([C:44]([C:39]5[CH:40]=[CH:41][CH:42]=[CH:43][C:38]=5[CH3:47])=[O:45])[CH2:20][CH2:21][C:15]=4[N:14]=3)[S:12][C:8]=2[C:7]([N:23]2[CH2:24][CH2:25][O:26][CH2:27][CH2:28]2)=[CH:6][CH:5]=1. The yield is 0.940.